This data is from Full USPTO retrosynthesis dataset with 1.9M reactions from patents (1976-2016). The task is: Predict the reactants needed to synthesize the given product. (1) Given the product [C:1]([C:5]1[N:9]([CH2:10][CH:11]2[CH2:16][CH2:15][O:14][CH2:13][CH2:12]2)[C:8]2[CH:17]=[CH:18][C:19]([S:21]([N:25]3[CH2:30][CH2:29][O:28][CH2:27][CH2:26]3)(=[O:23])=[O:22])=[CH:20][C:7]=2[N:6]=1)([CH3:4])([CH3:3])[CH3:2], predict the reactants needed to synthesize it. The reactants are: [C:1]([C:5]1[N:9]([CH2:10][CH:11]2[CH2:16][CH2:15][O:14][CH2:13][CH2:12]2)[C:8]2[CH:17]=[CH:18][C:19]([S:21](Cl)(=[O:23])=[O:22])=[CH:20][C:7]=2[N:6]=1)([CH3:4])([CH3:3])[CH3:2].[NH:25]1[CH2:30][CH2:29][O:28][CH2:27][CH2:26]1. (2) Given the product [C:27]([O:31][C:32](=[O:39])[NH:33][CH2:34][CH2:35][CH2:36][CH2:37][NH:38][C:5]1[N:10]=[C:9]([C:11]2[N:15]3[CH:16]=[CH:17][CH:18]=[CH:19][C:14]3=[N:13][C:12]=2[C:20]2[CH:25]=[CH:24][CH:23]=[C:22]([CH3:26])[N:21]=2)[CH:8]=[CH:7][N:6]=1)([CH3:30])([CH3:28])[CH3:29], predict the reactants needed to synthesize it. The reactants are: CS([C:5]1[N:10]=[C:9]([C:11]2[N:15]3[CH:16]=[CH:17][CH:18]=[CH:19][C:14]3=[N:13][C:12]=2[C:20]2[CH:25]=[CH:24][CH:23]=[C:22]([CH3:26])[N:21]=2)[CH:8]=[CH:7][N:6]=1)(=O)=O.[C:27]([O:31][C:32](=[O:39])[NH:33][CH2:34][CH2:35][CH2:36][CH2:37][NH2:38])([CH3:30])([CH3:29])[CH3:28]. (3) The reactants are: C([O:3][C:4](=[O:19])[C:5]([NH:7][C:8]1[S:9][CH:10]=[C:11]([CH2:13][C:14]([O:16][CH2:17][CH3:18])=[O:15])[N:12]=1)=[O:6])C.[OH-].[Li+]. Given the product [CH2:17]([O:16][C:14]([CH2:13][C:11]1[N:12]=[C:8]([NH:7][C:5](=[O:6])[C:4]([OH:19])=[O:3])[S:9][CH:10]=1)=[O:15])[CH3:18], predict the reactants needed to synthesize it. (4) Given the product [CH:1]1[C:10]2[C:5](=[CH:6][CH:7]=[CH:8][CH:9]=2)[CH:4]=[CH:3][C:2]=1[CH2:11][CH2:12][CH2:13][C:14](=[O:16])[CH2:15][C:17](=[O:23])[C:18]([O:20][CH2:21][CH3:22])=[O:19], predict the reactants needed to synthesize it. The reactants are: [CH:1]1[C:10]2[C:5](=[CH:6][CH:7]=[CH:8][CH:9]=2)[CH:4]=[CH:3][C:2]=1[CH2:11][CH2:12][CH2:13][C:14](=[O:16])[CH3:15].[C:17](OCC)(=[O:23])[C:18]([O:20][CH2:21][CH3:22])=[O:19].[O-]CC.[Na+]. (5) The reactants are: [NH2:1][C:2]1[CH:7]=[CH:6][C:5]([C:8]2([C:12]([O:14][CH2:15][CH3:16])=[O:13])[CH2:11][CH2:10][CH2:9]2)=[CH:4][C:3]=1[O:17][CH2:18][C:19]([F:22])([F:21])[F:20].C1C(=O)N([Br:30])C(=O)C1. Given the product [NH2:1][C:2]1[C:3]([O:17][CH2:18][C:19]([F:20])([F:21])[F:22])=[CH:4][C:5]([C:8]2([C:12]([O:14][CH2:15][CH3:16])=[O:13])[CH2:11][CH2:10][CH2:9]2)=[CH:6][C:7]=1[Br:30], predict the reactants needed to synthesize it. (6) Given the product [OH:1][C:2]1[CH:10]=[C:9]([NH2:11])[CH:8]=[CH:7][C:3]=1[C:4]([OH:6])=[O:5].[C:44]([O:47][C:48]1[CH:56]=[CH:55][CH:54]=[CH:53][C:49]=1[C:50]([OH:52])=[O:51])(=[O:46])[CH3:45].[C:30]([C:32](=[CH:36][C:37]1[CH:42]=[CH:41][CH:40]=[C:39]([OH:43])[CH:38]=1)[C:33]([OH:35])=[O:34])#[N:31], predict the reactants needed to synthesize it. The reactants are: [OH:1][C:2]1[CH:10]=[C:9]([NH2:11])[CH:8]=[CH:7][C:3]=1[C:4]([OH:6])=[O:5].FC1C=C(F)C=CC=1C1C=C(C(O)=O)C(O)=CC=1.[C:30]([C:32](=[CH:36][C:37]1[CH:42]=[CH:41][CH:40]=[C:39]([OH:43])[CH:38]=1)[C:33]([OH:35])=[O:34])#[N:31].[C:44]([O:47][C:48]1[CH:56]=[CH:55][CH:54]=[CH:53][C:49]=1[C:50]([OH:52])=[O:51])(=[O:46])[CH3:45].FC1C=C(F)C=CC=1C1C=C(C(O)=O)C(O)=CC=1.C(C(=CC1C=CC=C(O)C=1)C(O)=O)#N. (7) Given the product [ClH:9].[NH2:1][CH:2]([CH3:8])[CH2:3][C:4]([O:6][CH3:7])=[O:5], predict the reactants needed to synthesize it. The reactants are: [NH2:1]/[C:2](/[CH3:8])=[CH:3]\[C:4]([O:6][CH3:7])=[O:5].[ClH:9].[H][H]. (8) Given the product [CH:14]1[NH:13][N:12]=[C:11]2[C:10]=1[C:9]1[CH:8]=[CH:7][CH:6]=[CH:5][C:4]=1[N:3]=[C:2]2[NH:24][C:25]1[CH:26]=[C:27]([CH3:31])[CH:28]=[CH:29][CH:30]=1, predict the reactants needed to synthesize it. The reactants are: Cl[C:2]1[C:11]2=[N:12][N:13](CC3C=CC(OC)=CC=3)[CH:14]=[C:10]2[C:9]2[CH:8]=[CH:7][CH:6]=[CH:5][C:4]=2[N:3]=1.[NH2:24][C:25]1[CH:30]=[CH:29][CH:28]=[C:27]([CH3:31])[CH:26]=1.Cl.